From a dataset of Forward reaction prediction with 1.9M reactions from USPTO patents (1976-2016). Predict the product of the given reaction. (1) Given the reactants [Cl:1][C:2]1[CH:7]=[C:6]2[CH2:8][O:9][C:10]3[CH:33]=[C:32]4[C:13]([CH2:14][CH2:15][C:16]5[N:20]=[C:19]([C@@H:21]6[CH2:25][C@H:24]([O:26][CH2:27][CH3:28])[CH2:23][N:22]6[C:29]([O-:31])=[O:30])[NH:18][C:17]=54)=[CH:12][C:11]=3[C:5]2=[CH:4][CH:3]=1, predict the reaction product. The product is: [Cl:1][C:2]1[CH:7]=[C:6]2[CH2:8][O:9][C:10]3[CH:33]=[C:32]4[C:13]([CH:14]=[CH:15][C:16]5[N:20]=[C:19]([C@@H:21]6[CH2:25][C@H:24]([O:26][CH2:27][CH3:28])[CH2:23][N:22]6[C:29]([O:31][C:5]([CH3:11])([CH3:6])[CH3:4])=[O:30])[NH:18][C:17]=54)=[CH:12][C:11]=3[C:5]2=[CH:4][CH:3]=1. (2) Given the reactants Cl[C:2]1[N:3]=[C:4]([NH:11][CH:12]2[CH2:14][CH2:13]2)[C:5]2[O:10][CH:9]=[CH:8][C:6]=2[N:7]=1.[Cl:15][C:16]1[CH:17]=[C:18]([CH:20]=[CH:21][C:22]=1[N:23]1[CH2:28][CH2:27][N:26]([CH3:29])[CH2:25][CH2:24]1)[NH2:19].CC(C1C=C(C(C)C)C(C2C=CC=CC=2P(C2CCCCC2)C2CCCCC2)=C(C(C)C)C=1)C.C([O-])([O-])=O.[K+].[K+], predict the reaction product. The product is: [Cl:15][C:16]1[CH:17]=[C:18]([NH:19][C:2]2[N:3]=[C:4]([NH:11][CH:12]3[CH2:14][CH2:13]3)[C:5]3[O:10][CH:9]=[CH:8][C:6]=3[N:7]=2)[CH:20]=[CH:21][C:22]=1[N:23]1[CH2:24][CH2:25][N:26]([CH3:29])[CH2:27][CH2:28]1. (3) The product is: [CH3:43][S:40]([CH2:38][CH2:39][N:1]1[CH2:2][CH2:3][CH:4]([C:7]2[CH:8]=[CH:9][C:10]3[O:19][CH2:18][CH2:17][C:16]4[N:12]([N:13]=[C:14]([C:20]5[N:21]([CH2:25][C:26]([F:29])([F:27])[F:28])[N:22]=[CH:23][N:24]=5)[CH:15]=4)[C:11]=3[CH:30]=2)[CH2:5][CH2:6]1)(=[O:42])=[O:41]. Given the reactants [NH:1]1[CH2:6][CH2:5][CH:4]([C:7]2[CH:8]=[CH:9][C:10]3[O:19][CH2:18][CH2:17][C:16]4[N:12]([N:13]=[C:14]([C:20]5[N:21]([CH2:25][C:26]([F:29])([F:28])[F:27])[N:22]=[CH:23][N:24]=5)[CH:15]=4)[C:11]=3[CH:30]=2)[CH2:3][CH2:2]1.C(N(CC)CC)C.[CH:38]([S:40]([CH:43]=C)(=[O:42])=[O:41])=[CH2:39].CO, predict the reaction product. (4) Given the reactants [C:1]([NH:5][C:6]([C:8]1[C:12]2=[N:13][C:14]([C:17]3[C:25]4[C:20](=[N:21][CH:22]=[CH:23][CH:24]=4)[N:19]([CH3:26])[N:18]=3)=[CH:15][N:16]=[C:11]2[N:10](COCC[Si](C)(C)C)[CH:9]=1)=[O:7])([CH3:4])([CH3:3])[CH3:2].C(N)CN.CCCC[N+](CCCC)(CCCC)CCCC.[F-], predict the reaction product. The product is: [C:1]([NH:5][C:6]([C:8]1[C:12]2=[N:13][C:14]([C:17]3[C:25]4[C:20](=[N:21][CH:22]=[CH:23][CH:24]=4)[N:19]([CH3:26])[N:18]=3)=[CH:15][N:16]=[C:11]2[NH:10][CH:9]=1)=[O:7])([CH3:4])([CH3:3])[CH3:2]. (5) Given the reactants CNC(C1C2C=C(C3C(Cl)=CN=C(NCCCN4CCNC[C@H]4C)N=3)SC=2C=CC=1)=O.[CH:32]1([NH:35][C:36]([C:38]2[C:46]3[CH:45]=[C:44]([C:47]4[C:52]([Cl:53])=[CH:51][N:50]=[C:49](Cl)[N:48]=4)[S:43][C:42]=3[CH:41]=[CH:40][CH:39]=2)=[O:37])[CH2:34][CH2:33]1.C(OC([N:62]1[CH2:67][CH2:66][N:65]([CH2:68][CH2:69][NH2:70])[C@H:64]([CH3:71])[CH2:63]1)=O)(C)(C)C, predict the reaction product. The product is: [CH:32]1([NH:35][C:36]([C:38]2[C:46]3[CH:45]=[C:44]([C:47]4[C:52]([Cl:53])=[CH:51][N:50]=[C:49]([NH:70][CH2:69][CH2:68][N:65]5[CH2:66][CH2:67][NH:62][CH2:63][C@H:64]5[CH3:71])[N:48]=4)[S:43][C:42]=3[CH:41]=[CH:40][CH:39]=2)=[O:37])[CH2:34][CH2:33]1. (6) Given the reactants [NH2:1][C:2]1[CH:18]=[CH:17][CH:16]=[C:15]([CH3:19])[C:3]=1[C:4]([NH:6][CH:7]1[CH2:12][CH2:11][C:10](=[O:13])[NH:9][C:8]1=[O:14])=[O:5].C1N=CN([C:25](N2C=NC=C2)=[O:26])C=1, predict the reaction product. The product is: [OH:26][C:25]1[N:6]([CH:7]2[CH2:12][CH2:11][C:10](=[O:13])[NH:9][C:8]2=[O:14])[C:4](=[O:5])[C:3]2[C:2](=[CH:18][CH:17]=[CH:16][C:15]=2[CH3:19])[N:1]=1.